This data is from Full USPTO retrosynthesis dataset with 1.9M reactions from patents (1976-2016). The task is: Predict the reactants needed to synthesize the given product. (1) Given the product [CH:11]1([C:17]2[C:25]3[C:20](=[CH:21][C:22]([C:26]([O:28][CH3:29])=[O:27])=[CH:23][CH:24]=3)[N:19]([CH2:30][C:31]#[CH:32])[C:18]=2[C:33]2[CH:38]=[CH:37][C:36]([O:39][CH3:40])=[CH:35][C:34]=2[CH:41]=[O:42])[CH2:16][CH2:15][CH2:14][CH2:13][CH2:12]1, predict the reactants needed to synthesize it. The reactants are: C(Cl)(=O)C(Cl)=O.CS(C)=O.[CH:11]1([C:17]2[C:25]3[C:20](=[CH:21][C:22]([C:26]([O:28][CH3:29])=[O:27])=[CH:23][CH:24]=3)[N:19]([CH2:30][C:31]#[CH:32])[C:18]=2[C:33]2[CH:38]=[CH:37][C:36]([O:39][CH3:40])=[CH:35][C:34]=2[CH2:41][OH:42])[CH2:16][CH2:15][CH2:14][CH2:13][CH2:12]1.CCN(CC)CC. (2) Given the product [Cl:56][C:54]1[CH:53]=[CH:52][C:51]([CH3:57])=[C:50]([N:47]2[CH2:46][CH2:45][NH:44][CH2:49][CH2:48]2)[CH:55]=1, predict the reactants needed to synthesize it. The reactants are: C(OC(N1CC[C@H](C2C=CC=CC=2)[C@H](C(O)=O)C1)=O)(C)(C)C.C(OC(N1CC[C@H](C2C=CC=CC=2)[C@H](C([N:44]2[CH2:49][CH2:48][N:47]([C:50]3[CH:55]=[C:54]([Cl:56])[CH:53]=[CH:52][C:51]=3[CH3:57])[CH2:46][CH2:45]2)=O)C1)=O)(C)(C)C. (3) The reactants are: Br[C:2]1[CH:3]=[C:4]2[C:9](=[CH:10][CH:11]=1)[N:8]=[C:7]([O:12][CH3:13])[C:6]([CH2:14][C:15]1[CH:20]=[CH:19][C:18]([C:21]([F:24])([F:23])[F:22])=[CH:17][CH:16]=1)=[C:5]2[Cl:25].[Li]CCCC.[CH3:31][N:32]1[C:36]([CH:37]=[O:38])=[CH:35][N:34]=[N:33]1. Given the product [Cl:25][C:5]1[C:4]2[C:9](=[CH:10][CH:11]=[C:2]([CH:37]([C:36]3[N:32]([CH3:31])[N:33]=[N:34][CH:35]=3)[OH:38])[CH:3]=2)[N:8]=[C:7]([O:12][CH3:13])[C:6]=1[CH2:14][C:15]1[CH:20]=[CH:19][C:18]([C:21]([F:24])([F:23])[F:22])=[CH:17][CH:16]=1, predict the reactants needed to synthesize it. (4) Given the product [CH2:15]([N:8]([CH2:1][C:2]1[CH:3]=[CH:4][CH:5]=[CH:6][CH:7]=1)[CH2:9][CH:10]([F:14])[C@@:11]([CH3:12])([OH:13])[C:22]([F:25])([F:24])[F:23])[C:16]1[CH:17]=[CH:18][CH:19]=[CH:20][CH:21]=1, predict the reactants needed to synthesize it. The reactants are: [CH2:1]([N:8]([CH2:15][C:16]1[CH:21]=[CH:20][CH:19]=[CH:18][CH:17]=1)[CH2:9][C@@H:10]([F:14])[C:11](=[O:13])[CH3:12])[C:2]1[CH:7]=[CH:6][CH:5]=[CH:4][CH:3]=1.[C:22]([Si](C)(C)C)([F:25])([F:24])[F:23].CCCC[N+](CCCC)(CCCC)CCCC.[F-]. (5) Given the product [CH3:1][O:2][C:3]([C:5]1[CH:6]=[C:7]([Cl:25])[CH:8]=[C:9]2[C:14]=1[NH:13][CH:12]([C:15]1[CH:20]=[CH:19][CH:18]=[C:17]([Br:21])[CH:16]=1)[C:11]([CH3:22])([CH3:23])[CH2:10]2)=[O:4], predict the reactants needed to synthesize it. The reactants are: [CH3:1][O:2][C:3]([C:5]1[CH:6]=[C:7]([Cl:25])[CH:8]=[C:9]2[C:14]=1[NH:13][CH:12]([C:15]1[CH:20]=[CH:19][CH:18]=[C:17]([Br:21])[CH:16]=1)[C:11]([CH3:23])([CH3:22])[CH:10]2O)=[O:4].C([SiH](CC)CC)C. (6) Given the product [C:28]([C:25]1[CH:26]=[CH:27][C:22]([O:21][CH2:20][C:16]2[CH:15]=[C:14]([CH:19]=[CH:18][CH:17]=2)[C:13]([NH:12][C:8]2[CH:7]=[C:6]([CH:11]=[CH:10][CH:9]=2)[C:5]([OH:36])=[O:4])=[O:35])=[C:23]([CH2:32][CH2:33][CH3:34])[C:24]=1[OH:31])(=[O:30])[CH3:29], predict the reactants needed to synthesize it. The reactants are: [OH-].[Li+].C[O:4][C:5](=[O:36])[C:6]1[CH:11]=[CH:10][CH:9]=[C:8]([NH:12][C:13](=[O:35])[C:14]2[CH:19]=[CH:18][CH:17]=[C:16]([CH2:20][O:21][C:22]3[CH:27]=[CH:26][C:25]([C:28](=[O:30])[CH3:29])=[C:24]([OH:31])[C:23]=3[CH2:32][CH2:33][CH3:34])[CH:15]=2)[CH:7]=1. (7) Given the product [CH3:23][O:24][C:3](=[O:4])[C:2](=[O:1])[CH2:5][C:6]([CH3:14])([C:8]1[CH:13]=[CH:12][CH:11]=[CH:10][CH:9]=1)[CH3:7], predict the reactants needed to synthesize it. The reactants are: [OH:1][C:2](C(F)(F)F)([CH2:5][C:6]([CH3:14])([C:8]1[CH:13]=[CH:12][CH:11]=[CH:10][CH:9]=1)[CH3:7])[CH:3]=[O:4].CC(C1C=CC=CC=1)(C)CC(=O)[C:23](O)=[O:24].S(Cl)(Cl)=O.CO. (8) Given the product [NH2:7][C:8]1[CH:13]=[CH:12][CH:11]=[CH:10][C:9]=1[NH:14][C:15](=[O:35])/[CH:16]=[CH:17]/[C:18]1[CH:22]=[CH:21][N:20]([S:23]([C:26]2[CH:27]=[CH:28][C:29]([N:32]([CH3:33])[CH3:34])=[CH:30][CH:31]=2)(=[O:25])=[O:24])[CH:19]=1, predict the reactants needed to synthesize it. The reactants are: C(OC(=O)[NH:7][C:8]1[CH:13]=[CH:12][CH:11]=[CH:10][C:9]=1[NH:14][C:15](=[O:35])/[CH:16]=[CH:17]/[C:18]1[CH:22]=[CH:21][N:20]([S:23]([C:26]2[CH:31]=[CH:30][C:29]([N:32]([CH3:34])[CH3:33])=[CH:28][CH:27]=2)(=[O:25])=[O:24])[CH:19]=1)(C)(C)C.C(O)(C(F)(F)F)=O.